Predict the reactants needed to synthesize the given product. From a dataset of Full USPTO retrosynthesis dataset with 1.9M reactions from patents (1976-2016). Given the product [CH2:39]([N:1]([CH2:3][CH:4]([CH3:13])[CH3:5])[CH2:2][CH2:3][C:4]1[CH:13]=[C:12]2[C:7]([CH:8]([NH:14][C:15](=[O:38])[CH2:16][CH:17]([C:32]3[CH:33]=[CH:34][CH:35]=[CH:36][CH:37]=3)[NH:18][S:19]([C:22]3[CH:27]=[CH:26][CH:25]=[C:24]([C:28]([F:31])([F:29])[F:30])[CH:23]=3)(=[O:21])=[O:20])[CH2:9][CH2:10][O:11]2)=[CH:6][CH:5]=1)[CH:40]([CH3:42])[CH3:41], predict the reactants needed to synthesize it. The reactants are: [NH2:1][CH2:2][CH2:3][C:4]1[CH:13]=[C:12]2[C:7]([CH:8]([NH:14][C:15](=[O:38])[CH2:16][CH:17]([C:32]3[CH:37]=[CH:36][CH:35]=[CH:34][CH:33]=3)[NH:18][S:19]([C:22]3[CH:27]=[CH:26][CH:25]=[C:24]([C:28]([F:31])([F:30])[F:29])[CH:23]=3)(=[O:21])=[O:20])[CH2:9][CH2:10][O:11]2)=[CH:6][CH:5]=1.[CH:39](=O)[CH:40]([CH3:42])[CH3:41].[BH4-].[Na+].